From a dataset of Forward reaction prediction with 1.9M reactions from USPTO patents (1976-2016). Predict the product of the given reaction. (1) Given the reactants [CH3:1][O:2][C:3]1[CH:8]=[C:7]([C:9]([F:12])([F:11])[F:10])[CH:6]=[C:5](I)[CH:4]=1.C(=O)([O-])[O-].[Cs+].[Cs+].CCOC([CH:25]1[C:30](=[O:31])[CH2:29][CH2:28][CH2:27][CH2:26]1)=O.C1(O)C=CC=CC=1, predict the reaction product. The product is: [CH3:1][O:2][C:3]1[CH:8]=[C:7]([C:9]([F:12])([F:11])[F:10])[CH:6]=[C:5]([O:31][C:30]2[CH:25]=[CH:26][CH:27]=[CH:28][CH:29]=2)[CH:4]=1. (2) Given the reactants [Cl:1][C:2]1[CH:7]=[CH:6][C:5]([NH:8][C:9]2[C:10](=[O:34])[C:11](=[O:33])[C:12]=2[NH:13][CH2:14][CH2:15][NH:16][C:17]2[CH:22]=[C:21]([N:23]3[CH2:27][CH2:26][CH2:25][CH2:24]3)[N:20]=[C:19]([N:28]3[CH2:32][CH2:31][CH2:30][CH2:29]3)[N:18]=2)=[CH:4][CH:3]=1.[P:35](=[O:39])([OH:38])([OH:37])[OH:36], predict the reaction product. The product is: [P:35]([OH:39])([OH:38])([OH:37])=[O:36].[Cl:1][C:2]1[CH:3]=[CH:4][C:5]([NH:8][C:9]2[C:10](=[O:34])[C:11](=[O:33])[C:12]=2[NH:13][CH2:14][CH2:15][NH:16][C:17]2[CH:22]=[C:21]([N:23]3[CH2:24][CH2:25][CH2:26][CH2:27]3)[N:20]=[C:19]([N:28]3[CH2:32][CH2:31][CH2:30][CH2:29]3)[N:18]=2)=[CH:6][CH:7]=1. (3) Given the reactants [Cl:1][C:2]1[CH:11]=[CH:10][C:9]([Cl:12])=[C:8]2[C:3]=1[CH:4]=[C:5]([OH:13])[N:6]=[CH:7]2.C1C=CC(N([S:21]([C:24]([F:27])([F:26])[F:25])(=[O:23])=[O:22])[S:21]([C:24]([F:27])([F:26])[F:25])(=[O:23])=[O:22])=CC=1.C(N(CC)CC)C, predict the reaction product. The product is: [Cl:1][C:2]1[CH:11]=[CH:10][C:9]([Cl:12])=[C:8]2[C:3]=1[CH:4]=[C:5]([O:13][S:21]([C:24]([F:27])([F:26])[F:25])(=[O:23])=[O:22])[N:6]=[CH:7]2. (4) The product is: [CH3:13][C:14]1[S:12][C:3]2[CH:4]=[CH:5][C:6]3[C:11](=[CH:10][CH:9]=[CH:8][CH:7]=3)[C:2]=2[N:1]=1. Given the reactants [NH2:1][C:2]1[C:11]2[C:6](=[CH:7][CH:8]=[CH:9][CH:10]=2)[CH:5]=[CH:4][C:3]=1[SH:12].[CH2:13](OS([O-])(=O)=O)[CH2:14]CCCCCCCCCC.[Na+].C(OC(=O)C)(=O)C, predict the reaction product. (5) Given the reactants [Br:1][C:2]1[CH:3]=[C:4]2[C:8](=[CH:9][CH:10]=1)[NH:7][C:6](=[O:11])[CH2:5]2.[NH:12]1[C:20]2[C:15](=[CH:16][CH:17]=[C:18]([CH:21]=O)[CH:19]=2)[CH:14]=[N:13]1, predict the reaction product. The product is: [NH:12]1[C:20]2[C:15](=[CH:16][CH:17]=[C:18](/[CH:21]=[C:5]3/[C:6](=[O:11])[NH:7][C:8]4[C:4]/3=[CH:3][C:2]([Br:1])=[CH:10][CH:9]=4)[CH:19]=2)[CH:14]=[N:13]1. (6) Given the reactants [CH3:1][C:2]1[S:3][CH:4]=[C:5]([CH2:7][NH:8][CH2:9][CH2:10][OH:11])[N:6]=1.[C:12](O[C:12]([O:14][C:15]([CH3:18])([CH3:17])[CH3:16])=[O:13])([O:14][C:15]([CH3:18])([CH3:17])[CH3:16])=[O:13], predict the reaction product. The product is: [OH:11][CH2:10][CH2:9][N:8]([CH2:7][C:5]1[N:6]=[C:2]([CH3:1])[S:3][CH:4]=1)[C:12](=[O:13])[O:14][C:15]([CH3:18])([CH3:17])[CH3:16]. (7) Given the reactants [NH2:1][C@H:2]([CH2:6][CH2:7][CH2:8][C:9]1[CH:14]=[CH:13][C:12]([OH:15])=[CH:11][CH:10]=1)[C:3]([NH2:5])=[O:4].N1C=CN=C1.[C:21]([Si:25]([CH3:28])([CH3:27])Cl)([CH3:24])([CH3:23])[CH3:22], predict the reaction product. The product is: [NH2:1][C@H:2]([CH2:6][CH2:7][CH2:8][C:9]1[CH:10]=[CH:11][C:12]([O:15][Si:25]([C:21]([CH3:24])([CH3:23])[CH3:22])([CH3:28])[CH3:27])=[CH:13][CH:14]=1)[C:3]([NH2:5])=[O:4]. (8) The product is: [CH3:19][C:20]1[N:21]=[CH:22][N:23]([C:2]2[CH:3]=[C:4]([CH:6]=[C:7]([C:9]([F:12])([F:11])[F:10])[CH:8]=2)[NH2:5])[CH:24]=1. Given the reactants Br[C:2]1[CH:3]=[C:4]([CH:6]=[C:7]([C:9]([F:12])([F:11])[F:10])[CH:8]=1)[NH2:5].CC(N(C)C)=O.[CH3:19][C:20]1[N:21]=[CH:22][NH:23][CH:24]=1.C([O-])([O-])=O.[K+].[K+], predict the reaction product. (9) Given the reactants [F:1][C:2]1[CH:9]=[CH:8][C:5]([C:6]#[N:7])=[C:4]([S:10]([CH3:13])(=[O:12])=[O:11])[CH:3]=1.Cl.[CH3:15][NH:16][OH:17].C(=O)([O-])[O-].[Na+].[Na+].[C:24]([C:31]([O:33][CH2:34][CH3:35])=[O:32])#[C:25][C:26]([O:28][CH2:29][CH3:30])=[O:27], predict the reaction product. The product is: [CH2:34]([O:33][C:31]([C:24]1([CH2:25][C:26]([O:28][CH2:29][CH3:30])=[O:27])[O:17][N:16]([CH3:15])[C:6]([C:5]2[CH:8]=[CH:9][C:2]([F:1])=[CH:3][C:4]=2[S:10]([CH3:13])(=[O:12])=[O:11])=[N:7]1)=[O:32])[CH3:35]. (10) Given the reactants Br[C:2]1[CH:3]=[C:4]([C:8]2[C:21]3[CH:20]=[CH:19][C:18]4[CH:22]=[CH:23][CH:24]=[CH:25][C:17]=4[C:16]=3[N:15]=[C:14]3[C:9]=2[CH:10]=[CH:11][C:12]2[CH:29]=[CH:28][CH:27]=[CH:26][C:13]=23)[CH:5]=[CH:6][CH:7]=1.[C:30]1(B(O)O)[C:43]2[C:44]3=[C:45]4[C:40](=[CH:41][CH:42]=2)[CH:39]=[CH:38][CH:37]=[C:36]4[CH:35]=[CH:34][C:33]3=[CH:32][CH:31]=1.C(=O)([O-])[O-].[K+].[K+].C1(C)C=CC=CC=1, predict the reaction product. The product is: [C:30]1([C:2]2[CH:3]=[C:4]([C:8]3[C:21]4[CH:20]=[CH:19][C:18]5[CH:22]=[CH:23][CH:24]=[CH:25][C:17]=5[C:16]=4[N:15]=[C:14]4[C:9]=3[CH:10]=[CH:11][C:12]3[CH:29]=[CH:28][CH:27]=[CH:26][C:13]=34)[CH:5]=[CH:6][CH:7]=2)[C:43]2[C:44]3=[C:45]4[C:40](=[CH:41][CH:42]=2)[CH:39]=[CH:38][CH:37]=[C:36]4[CH:35]=[CH:34][C:33]3=[CH:32][CH:31]=1.